Dataset: Peptide-MHC class II binding affinity with 134,281 pairs from IEDB. Task: Regression. Given a peptide amino acid sequence and an MHC pseudo amino acid sequence, predict their binding affinity value. This is MHC class II binding data. (1) The peptide sequence is TSSDDQITLIKTPSL. The MHC is H-2-IAb with pseudo-sequence H-2-IAb. The binding affinity (normalized) is 0. (2) The peptide sequence is YFRNEQSIPPLIQKY. The MHC is DRB5_0101 with pseudo-sequence DRB5_0101. The binding affinity (normalized) is 0.455.